This data is from Reaction yield outcomes from USPTO patents with 853,638 reactions. The task is: Predict the reaction yield, written as a fraction of the theoretical maximum amount of product (1.0 means a 100% yield; for example, 0.34 means a 34% yield). (1) The reactants are [C:1](=[O:4])([O-])[O-].[K+].[K+].O[C:8]1[CH:9]=[C:10]([CH:13]=[C:14]([OH:16])[CH:15]=1)[CH2:11][OH:12].Br[CH2:18][CH2:19][CH2:20][CH2:21][CH2:22][CH2:23][CH2:24][CH2:25][CH2:26][CH3:27]. No catalyst specified. The product is [CH2:18]([O:16][C:14]1[CH:13]=[C:10]([CH:9]=[C:8]([O:4][CH2:1][CH2:18][CH2:19][CH2:20][CH2:21][CH2:22][CH2:23][CH2:24][CH2:25][CH3:26])[CH:15]=1)[CH2:11][OH:12])[CH2:19][CH2:20][CH2:21][CH2:22][CH2:23][CH2:24][CH2:25][CH2:26][CH3:27]. The yield is 0.510. (2) The reactants are [Cl:1][C:2]1[C:10]2[N:9]=[C:8]3[N:11]([C:15]4[CH:20]=[CH:19][C:18]([Cl:21])=[CH:17][C:16]=4[Cl:22])[CH2:12][CH2:13][CH2:14][N:7]3[C:6]=2[C:5]([N+:23]([O-])=O)=[CH:4][CH:3]=1. The catalyst is [Pd].C(O)(=O)C. The product is [Cl:1][C:2]1[CH:3]=[CH:4][C:5]([NH2:23])=[C:6]2[C:10]=1[N:9]=[C:8]1[N:11]([C:15]3[CH:20]=[CH:19][C:18]([Cl:21])=[CH:17][C:16]=3[Cl:22])[CH2:12][CH2:13][CH2:14][N:7]21. The yield is 0.450. (3) The reactants are [CH3:1][O:2][C:3]1[CH:4]=[C:5]2[C:9](=[CH:10][CH:11]=1)[NH:8][C:7]([CH3:12])=[CH:6]2.[Cl:13][C:14]1[C:15]([CH2:24]Cl)=[N:16][CH:17]=[C:18]([C:20]([F:23])([F:22])[F:21])[CH:19]=1.C(=O)([O-])[O-].[K+].[K+]. The catalyst is C(#N)C.O. The product is [Cl:13][C:14]1[C:15]([CH2:24][N:8]2[C:9]3[C:5](=[CH:4][C:3]([O:2][CH3:1])=[CH:11][CH:10]=3)[CH:6]=[C:7]2[CH3:12])=[N:16][CH:17]=[C:18]([C:20]([F:22])([F:21])[F:23])[CH:19]=1. The yield is 0.130. (4) The reactants are [Br:1][C:2]1[CH:3]=[C:4]([N+:9]([O-:11])=[O:10])[C:5](Cl)=[N:6][CH:7]=1.[Na].[CH3:13][CH2:14][OH:15]. No catalyst specified. The product is [Br:1][C:2]1[CH:3]=[C:4]([N+:9]([O-:11])=[O:10])[C:5]([O:15][CH2:14][CH3:13])=[N:6][CH:7]=1. The yield is 0.770.